This data is from Reaction yield outcomes from USPTO patents with 853,638 reactions. The task is: Predict the reaction yield, written as a fraction of the theoretical maximum amount of product (1.0 means a 100% yield; for example, 0.34 means a 34% yield). (1) The reactants are [F:1][C:2]1[CH:7]=[CH:6][C:5]([NH:8][C:9](=[O:17])[C:10]2[CH:15]=[CH:14][C:13](S)=[N:12][CH:11]=2)=[CH:4][CH:3]=1.BrCC1C=CC(OC(F)(F)F)=CC=1B(O)O.CCN(C(C)C)C(C)C.O. The catalyst is CN(C=O)C. The product is [F:1][C:2]1[CH:3]=[CH:4][C:5]([NH:8][C:9](=[O:17])[C:10]2[CH:15]=[CH:14][CH:13]=[N:12][CH:11]=2)=[CH:6][CH:7]=1. The yield is 0.880. (2) The reactants are [CH:1]1([N:4]2[C:13]3[C:8](=[CH:9][C:10]([F:17])=[C:11](F)[C:12]=3[O:14][CH3:15])[C:7](=[O:18])[C:6]([C:19]([OH:21])=[O:20])=[CH:5]2)[CH2:3][CH2:2]1.[CH3:22][CH:23]1[CH2:28][NH:27][CH2:26][CH2:25][NH:24]1. The catalyst is CS(C)=O. The product is [CH3:22][CH:23]1[NH:24][CH2:25][CH2:26][N:27]([C:11]2[C:12]([O:14][CH3:15])=[C:13]3[N:4]([CH:1]4[CH2:3][CH2:2]4)[CH:5]=[C:6]([C:19]([OH:21])=[O:20])[C:7](=[O:18])[C:8]3=[CH:9][C:10]=2[F:17])[CH2:28]1. The yield is 0.750. (3) The reactants are [C:1]([CH:5]1[CH2:10][CH2:9][CH:8]([O:11][C:12]2[CH:13]=[C:14]3[C:19](=[CH:20][CH:21]=2)[CH:18]=[C:17]([CH:22]=O)[CH:16]=[CH:15]3)[CH2:7][CH2:6]1)([CH3:4])([CH3:3])[CH3:2].[NH2:24][CH2:25][C:26]([F:31])([F:30])[C:27]([OH:29])=[O:28].C(O)C.C([BH3-])#N.[Na+].C(O)(=O)CC(CC(O)=O)(C(O)=O)O. No catalyst specified. The product is [C:1]([C@H:5]1[CH2:10][CH2:9][C@H:8]([O:11][C:12]2[CH:13]=[C:14]3[C:19](=[CH:20][CH:21]=2)[CH:18]=[C:17]([CH2:22][NH:24][CH2:25][C:26]([F:31])([F:30])[C:27]([OH:29])=[O:28])[CH:16]=[CH:15]3)[CH2:7][CH2:6]1)([CH3:4])([CH3:3])[CH3:2]. The yield is 0.640.